This data is from Full USPTO retrosynthesis dataset with 1.9M reactions from patents (1976-2016). The task is: Predict the reactants needed to synthesize the given product. (1) Given the product [C:23]([OH:26])(=[O:25])[CH3:24].[F:4][C:5]1[CH:6]=[C:7]2[C:13]([C:14](=[NH:28])[NH2:15])=[N:12][N:11]([CH2:16][C:17]3[CH:18]=[N:19][CH:20]=[N:21][CH:22]=3)[C:8]2=[N:9][CH:10]=1, predict the reactants needed to synthesize it. The reactants are: C[O-].[Na+].[F:4][C:5]1[CH:6]=[C:7]2[C:13]([C:14]#[N:15])=[N:12][N:11]([CH2:16][C:17]3[CH:18]=[N:19][CH:20]=[N:21][CH:22]=3)[C:8]2=[N:9][CH:10]=1.[C:23]([OH:26])(=[O:25])[CH3:24].[Cl-].[NH4+:28]. (2) Given the product [CH3:23][N:22]([CH3:24])[C:20]1[CH:21]=[C:16]([N:15]([CH3:14])[CH3:31])[N:17]=[C:18]([N:25]2[CH2:30][CH2:29][N:28]([CH2:2][C:3]3[CH:8]=[CH:7][C:6]([CH2:9][NH:10][C:11](=[O:13])[CH3:12])=[CH:5][CH:4]=3)[CH2:27][CH2:26]2)[N:19]=1, predict the reactants needed to synthesize it. The reactants are: Cl[CH2:2][C:3]1[CH:8]=[CH:7][C:6]([CH2:9][NH:10][C:11](=[O:13])[CH3:12])=[CH:5][CH:4]=1.[CH3:14][N:15]([CH3:31])[C:16]1[CH:21]=[C:20]([N:22]([CH3:24])[CH3:23])[N:19]=[C:18]([N:25]2[CH2:30][CH2:29][NH:28][CH2:27][CH2:26]2)[N:17]=1.C(=O)([O-])[O-].[K+].[K+].O. (3) Given the product [S:6]1[CH:7]=[CH:3][N:4]=[C:5]1[NH:8][C:9]1[CH:10]=[CH:11][C:12]([C@@H:15]([CH3:19])[C:16]([OH:18])=[O:17])=[CH:13][CH:14]=1, predict the reactants needed to synthesize it. The reactants are: FC(F)(F)[C:3]1[N:4]=[C:5]([NH:8][C:9]2[CH:14]=[CH:13][C:12]([C@@H:15]([CH3:19])[C:16]([OH:18])=[O:17])=[CH:11][CH:10]=2)[S:6][CH:7]=1.C(NC1C=CC([C@@H](C)C(OC)=O)=CC=1)(=S)N.ClCC=O. (4) Given the product [CH3:1][O:2][C:3]1[CH:4]=[CH:5][CH:6]=[C:7]2[C:11]=1[CH:10]([NH:12][C:13]1[O:14][CH2:15][C:16]3[CH:22]=[C:21]([NH:23][S:25]([CH3:24])(=[O:27])=[O:26])[CH:20]=[CH:19][C:17]=3[N:18]=1)[CH2:9][CH2:8]2, predict the reactants needed to synthesize it. The reactants are: [CH3:1][O:2][C:3]1[CH:4]=[CH:5][CH:6]=[C:7]2[C:11]=1[CH:10]([NH:12][C:13]1[O:14][CH2:15][C:16]3[CH:22]=[C:21]([NH2:23])[CH:20]=[CH:19][C:17]=3[N:18]=1)[CH2:9][CH2:8]2.[CH3:24][S:25](Cl)(=[O:27])=[O:26]. (5) Given the product [CH3:1][O:2][C:3]1[CH:4]=[C:5]([CH:26]=[CH:27][CH:28]=1)[O:6][CH2:7][CH2:8][CH2:9][CH2:10][CH2:11][CH2:12][CH2:13][CH2:14][NH2:15], predict the reactants needed to synthesize it. The reactants are: [CH3:1][O:2][C:3]1[CH:4]=[C:5]([CH:26]=[CH:27][CH:28]=1)[O:6][CH2:7][CH2:8][CH2:9][CH2:10][CH2:11][CH2:12][CH2:13][CH2:14][N:15]1C(=O)C2=CC=CC=C2C1=O.O.NN.C(OC1C=C(CN)C=CC=1)CCCCC. (6) Given the product [CH3:1][O:2][C:3]([C:5]1([O:13][C@@H:12]([C@@H:14]([C@@H:16]([CH2:18][OH:19])[OH:17])[OH:15])[C@:10]([NH:20][C:21](=[O:27])[CH2:22][CH2:23][C:24](=[O:26])[CH3:25])([NH2:11])[C@@H:8]([OH:9])[CH2:7]1)[OH:37])=[O:4], predict the reactants needed to synthesize it. The reactants are: [CH3:1][O:2][C:3]([C:5]1([O:13][C@@H:12]([C@@H:14]([C@@H:16]([CH2:18][OH:19])[OH:17])[OH:15])[C@:10]([NH:20][C:21](=[O:27])[CH2:22][CH2:23][C:24](=[O:26])[CH3:25])([NH2:11])[C@@H:8]([OH:9])[CH:7]1C1C=CC=CC=1)S)=[O:4].C1C(=O)N(Br)C(=[O:37])C1. (7) Given the product [CH3:28][S:25]([O:5][CH2:4][CH2:3][N:2]([CH3:1])[C:6]1[CH:11]=[CH:10][CH:9]=[C:8]([N+:12]([O-:14])=[O:13])[CH:7]=1)(=[O:27])=[O:26], predict the reactants needed to synthesize it. The reactants are: [CH3:1][N:2]([C:6]1[CH:11]=[CH:10][CH:9]=[C:8]([N+:12]([O-:14])=[O:13])[CH:7]=1)[CH2:3][CH2:4][OH:5].ClCCl.C(N(CC)CC)C.[S:25](Cl)([CH3:28])(=[O:27])=[O:26]. (8) Given the product [ClH:19].[CH2:9]([O:16][C:17]([N:6]1[CH2:7][CH2:8][CH:3]([CH2:2][NH2:1])[CH2:4][CH2:5]1)=[O:18])[C:10]1[CH:15]=[CH:14][CH:13]=[CH:12][CH:11]=1, predict the reactants needed to synthesize it. The reactants are: [NH2:1][CH2:2][CH:3]1[CH2:8][CH2:7][NH:6][CH2:5][CH2:4]1.[CH2:9]([O:16][C:17]([Cl:19])=[O:18])[C:10]1[CH:15]=[CH:14][CH:13]=[CH:12][CH:11]=1.C(=O)=O.CO. (9) Given the product [Cl:18][C:13]1[CH:12]=[C:11]([CH:16]=[CH:15][C:14]=1[Cl:17])[CH2:10][N:7]([O:8][CH3:9])[C:6]([C:5]1[CH2:30][N:31]([CH3:32])[C:3](=[O:21])[C:4]=1[OH:20])=[O:19], predict the reactants needed to synthesize it. The reactants are: CO[C:3](=[O:21])[C:4]([OH:20])=[CH:5][C:6](=[O:19])[N:7]([CH2:10][C:11]1[CH:16]=[CH:15][C:14]([Cl:17])=[C:13]([Cl:18])[CH:12]=1)[O:8][CH3:9].C=O.CN.ClC1C=C(C=CC=1Cl)[CH2:30][N:31](C)[C:32](C1CN(C)C(=O)C=1O)=O. (10) Given the product [C:8]([C:7]1[CH:10]=[CH:11][C:4]([C:1](=[O:3])[CH:2]=[CH:14][N:15]([CH3:17])[CH3:16])=[CH:5][CH:6]=1)#[N:9], predict the reactants needed to synthesize it. The reactants are: [C:1]([C:4]1[CH:11]=[CH:10][C:7]([C:8]#[N:9])=[CH:6][CH:5]=1)(=[O:3])[CH3:2].CO[CH:14](OC)[N:15]([CH3:17])[CH3:16].